Dataset: Reaction yield outcomes from USPTO patents with 853,638 reactions. Task: Predict the reaction yield, written as a fraction of the theoretical maximum amount of product (1.0 means a 100% yield; for example, 0.34 means a 34% yield). (1) The reactants are C[O:2][C:3]1[C:19]([C:20]#[N:21])=[C:7]2[CH:8]=[C:9]([C:11]3[CH:16]=[CH:15][C:14]([O:17]C)=[CH:13][CH:12]=3)[O:10][C:6]2=[CH:5][CH:4]=1.Cl.N1C=CC=CC=1.Cl. The catalyst is C(OCC)(=O)C. The product is [OH:2][C:3]1[C:19]([C:20]#[N:21])=[C:7]2[CH:8]=[C:9]([C:11]3[CH:12]=[CH:13][C:14]([OH:17])=[CH:15][CH:16]=3)[O:10][C:6]2=[CH:5][CH:4]=1. The yield is 0.847. (2) The reactants are FC(F)(F)C(O)=O.[CH3:8][O:9][C:10]1[CH:11]=[C:12]2[C:16](=[CH:17][CH:18]=1)[NH:15][C:14](=[O:19])[C@:13]12[CH2:21][C@H:20]1[C:22]1[CH:30]=[C:29]2[C:25]([C:26]([C:31]3[CH:36]=[CH:35][C:34]([N:37]4[CH2:42][CH2:41][NH:40][CH2:39][CH2:38]4)=[CH:33][CH:32]=3)=[N:27][NH:28]2)=[CH:24][CH:23]=1.[CH3:43][C:44]([CH3:46])=O.[BH-](OC(C)=O)(OC(C)=O)OC(C)=O.[Na+]. The catalyst is ClCCCl.CO.CCOCC. The product is [CH:44]([N:40]1[CH2:41][CH2:42][N:37]([C:34]2[CH:33]=[CH:32][C:31]([C:26]3[C:25]4[C:29](=[CH:30][C:22]([C@H:20]5[C@@:13]6([C:12]7[C:16](=[CH:17][CH:18]=[C:10]([O:9][CH3:8])[CH:11]=7)[NH:15][C:14]6=[O:19])[CH2:21]5)=[CH:23][CH:24]=4)[NH:28][N:27]=3)=[CH:36][CH:35]=2)[CH2:38][CH2:39]1)([CH3:46])[CH3:43]. The yield is 0.460. (3) The reactants are [CH3:1][S:2]([NH:5][C:6]1[CH:7]=[C:8](B(O)O)[CH:9]=[CH:10][CH:11]=1)(=[O:4])=[O:3].I[C:16]1[C:24]2[C:19](=[N:20][CH:21]=[N:22][C:23]=2[NH2:25])[N:18]([CH:26]([CH3:28])[CH3:27])[N:17]=1.C([O-])([O-])=O.[Na+].[Na+]. The catalyst is CCO.COCCOC.C1C=CC([P]([Pd]([P](C2C=CC=CC=2)(C2C=CC=CC=2)C2C=CC=CC=2)([P](C2C=CC=CC=2)(C2C=CC=CC=2)C2C=CC=CC=2)[P](C2C=CC=CC=2)(C2C=CC=CC=2)C2C=CC=CC=2)(C2C=CC=CC=2)C2C=CC=CC=2)=CC=1. The product is [NH2:25][C:23]1[N:22]=[CH:21][N:20]=[C:19]2[N:18]([CH:26]([CH3:28])[CH3:27])[N:17]=[C:16]([C:8]3[CH:7]=[C:6]([NH:5][S:2]([CH3:1])(=[O:4])=[O:3])[CH:11]=[CH:10][CH:9]=3)[C:24]=12. The yield is 0.540. (4) The reactants are C([C@H]([C@@H](C(OC(C)C)=O)O)O)(OC(C)C)=[O:2].C(OO)(C)(C)C.[F:23][C:24]1[CH:25]=[C:26]([CH:31]=[CH:32][CH:33]=1)/[CH:27]=[CH:28]/[CH2:29][OH:30].[OH-].[Na+].[Cl-].[Na+]. The catalyst is ClCCl.CC(C)[O-].[Ti+4].CC(C)[O-].CC(C)[O-].CC(C)[O-].C(OCC)C. The product is [F:23][C:24]1[CH:25]=[C:26]([C@H:27]2[O:2][C@@H:28]2[CH2:29][OH:30])[CH:31]=[CH:32][CH:33]=1. The yield is 0.900. (5) The reactants are [C:1]1([C:20]2[CH:25]=[CH:24][CH:23]=[CH:22][CH:21]=2)[CH:6]=[CH:5][C:4]([N:7]2[C:19]3[CH:18]=[CH:17][CH:16]=[CH:15][C:14]=3[C:13]3[C:8]2=[CH:9][CH:10]=[CH:11][CH:12]=3)=[CH:3][CH:2]=1.[Br:26]N1C(=O)CCC1=O. The catalyst is C(Cl)(Cl)Cl. The product is [Br:26][C:16]1[CH:17]=[CH:18][C:19]2[N:7]([C:4]3[CH:5]=[CH:6][C:1]([C:20]4[CH:21]=[CH:22][CH:23]=[CH:24][CH:25]=4)=[CH:2][CH:3]=3)[C:8]3[C:13]([C:14]=2[CH:15]=1)=[CH:12][CH:11]=[CH:10][CH:9]=3. The yield is 0.950. (6) The reactants are O.[OH-].[Li+].[C:4]([O:8][C:9]([NH:11][C:12]1([C:25]([O:27]C)=[O:26])[CH2:17][CH2:16][N:15]([C:18]([O:20][C:21]([CH3:24])([CH3:23])[CH3:22])=[O:19])[CH2:14][CH2:13]1)=[O:10])([CH3:7])([CH3:6])[CH3:5]. The catalyst is O.C1COCC1.CO.CCOC(C)=O. The product is [C:21]([O:20][C:18]([N:15]1[CH2:14][CH2:13][C:12]([NH:11][C:9]([O:8][C:4]([CH3:7])([CH3:6])[CH3:5])=[O:10])([C:25]([OH:27])=[O:26])[CH2:17][CH2:16]1)=[O:19])([CH3:24])([CH3:23])[CH3:22]. The yield is 0.780. (7) The reactants are [CH3:1][O:2][CH2:3][CH2:4][CH2:5][CH2:6][CH:7]([NH:20][C:21]1[CH:29]=[CH:28][C:24](C(O)=O)=[CH:23][CH:22]=1)[C:8]1[O:9][C:10]2[CH:17]=[CH:16][C:15]([O:18][CH3:19])=[CH:14][C:11]=2[C:12]=1[CH3:13].CNC[CH2:33][C:34]([O:36][CH2:37][CH3:38])=[O:35].O.ON1C2C=CC=CC=2N=N1.Cl.C(N=C=NCCCN(C)C)C.[Cl-].[NH4+].[CH3:64][N:65]([CH3:68])[CH:66]=[O:67]. The catalyst is C(N(CC)CC)C. The product is [CH3:1][O:2][CH2:3][CH2:4][CH2:5][CH2:6][CH:7]([NH:20][C:21]1[CH:29]=[CH:28][C:24]([C:66]([N:65]([CH3:68])[CH2:64][CH2:33][C:34]([O:36][CH2:37][CH3:38])=[O:35])=[O:67])=[CH:23][CH:22]=1)[C:8]1[O:9][C:10]2[CH:17]=[CH:16][C:15]([O:18][CH3:19])=[CH:14][C:11]=2[C:12]=1[CH3:13]. The yield is 0.890. (8) The reactants are Cl[C:2]1[C:3]2[CH:14]=[CH:13][CH:12]=[CH:11][C:4]=2[N:5]([CH3:10])[C:6](=[O:9])[CH2:7][N:8]=1.[CH3:15][O:16][C:17]([C:19]1[CH:24]=[CH:23][C:22](B(O)O)=[CH:21][CH:20]=1)=[O:18].[C:28](=O)([O-])[O-].[Na+].[Na+].C(OCC)(=O)C. The catalyst is COCCOC.[Pd].C1(P(C2C=CC=CC=2)C2C=CC=CC=2)C=CC=CC=1.C1(P(C2C=CC=CC=2)C2C=CC=CC=2)C=CC=CC=1.C1(P(C2C=CC=CC=2)C2C=CC=CC=2)C=CC=CC=1.C1(P(C2C=CC=CC=2)C2C=CC=CC=2)C=CC=CC=1. The product is [CH3:10][N:5]1[C:4]2[CH:11]=[CH:12][CH:13]=[CH:14][C:3]=2[C:2]([C:22]2[CH:23]=[CH:24][C:19]([C:17]([O:16][CH2:15][CH3:28])=[O:18])=[CH:20][CH:21]=2)=[N:8][CH2:7][C:6]1=[O:9]. The yield is 0.540.